From a dataset of Reaction yield outcomes from USPTO patents with 853,638 reactions. Predict the reaction yield, written as a fraction of the theoretical maximum amount of product (1.0 means a 100% yield; for example, 0.34 means a 34% yield). (1) The reactants are C(C1C=CC2C(=CC(=O)N=2)C=1)[C:2]1[CH:7]=[CH:6][CH:5]=[CH:4][CH:3]=1.[CH2:18](S(O)(=O)=O)[C:19]1[CH:24]=[CH:23][CH:22]=[CH:21][CH:20]=1.[S:29]([O-:33])([O-])(=O)=[O:30].C([N+:38]([CH2:47][CH2:48][CH2:49][CH3:50])([CH2:43][CH2:44][CH2:45][CH3:46])CCCC)CCC.C([N+](CCCC)(CCCC)CCCC)CCC.[OH-:68].[Na+]. The catalyst is C(Cl)Cl. The product is [CH2:18]([O:68][C:46]1[CH:50]=[C:49]2[C:43](=[CH:44][CH:45]=1)[N:38]([S:29]([C:2]1[CH:7]=[CH:6][CH:5]=[CH:4][CH:3]=1)(=[O:33])=[O:30])[CH:47]=[CH:48]2)[C:19]1[CH:24]=[CH:23][CH:22]=[CH:21][CH:20]=1. The yield is 0.830. (2) The reactants are C(N)CCC.NO.Cl.[CH:9]#[C:10][C@H:11]([OH:21])[CH2:12][CH2:13][CH2:14][CH2:15][CH2:16][CH2:17][CH2:18][CH2:19][CH3:20].Br[C:23]#[C:24][C@@H:25]([OH:28])[CH:26]=[CH2:27]. The catalyst is O.C(Cl)Cl.[Cu]Cl. The product is [CH2:27]=[CH:26][C@H:25]([OH:28])[C:24]#[C:23][C:9]#[C:10][C@H:11]([OH:21])[CH2:12][CH2:13][CH2:14][CH2:15][CH2:16][CH2:17][CH2:18][CH2:19][CH3:20]. The yield is 0.304.